Predict the product of the given reaction. From a dataset of Forward reaction prediction with 1.9M reactions from USPTO patents (1976-2016). Given the reactants [C:1]1([C:7]2[CH:12]=[CH:11][N:10]=[C:9]([C:13]3[C:17]4[C:18]([NH:22][CH:23]([CH3:25])[CH3:24])=[N:19][CH:20]=[CH:21][C:16]=4[N:15](CC4C=CC(OC)=CC=4)[N:14]=3)[CH:8]=2)[CH2:6][CH2:5][CH2:4][CH2:3][CH:2]=1.ClC1C=CN=C(C2C3C(NC(C)C)=NC=CC=3N(CC3C=CC(OC)=CC=3)N=2)C=1.C1(B2OC(C)(C)C(C)(C)O2)CCCC=C1.C([O-])([O-])=O.[Na+].[Na+], predict the reaction product. The product is: [CH:1]1([C:7]2[CH:12]=[CH:11][N:10]=[C:9]([C:13]3[C:17]4[C:18]([NH:22][CH:23]([CH3:25])[CH3:24])=[N:19][CH:20]=[CH:21][C:16]=4[NH:15][N:14]=3)[CH:8]=2)[CH2:2][CH2:3][CH2:4][CH2:5][CH2:6]1.